Dataset: Full USPTO retrosynthesis dataset with 1.9M reactions from patents (1976-2016). Task: Predict the reactants needed to synthesize the given product. (1) Given the product [Br:5][C:6]1[CH:7]=[C:8]([F:14])[C:9]2[NH:13][N:1]=[N:12][C:10]=2[CH:11]=1, predict the reactants needed to synthesize it. The reactants are: [N:1]([O-])=O.[Na+].[Br:5][C:6]1[CH:11]=[C:10]([NH2:12])[C:9]([NH2:13])=[C:8]([F:14])[CH:7]=1. (2) Given the product [ClH:24].[C:14]1([NH2:20])[CH:19]=[CH:18][CH:17]=[CH:16][CH:15]=1.[N:8]1([C:6]([OH:7])=[O:5])[CH2:13][CH2:12][NH:11][CH2:10][CH2:9]1, predict the reactants needed to synthesize it. The reactants are: C([O:5][C:6]([N:8]1[CH2:13][CH2:12][NH:11][CH2:10][CH2:9]1)=[O:7])(C)(C)C.[C:14]1([N:20]=C=O)[CH:19]=[CH:18][CH:17]=[CH:16][CH:15]=1.C(Cl)[Cl:24]. (3) Given the product [C:51]([C:48]1[CH:47]=[CH:46][C:45]([CH:42]2[CH2:43][CH2:44][N:39]([C:37]([C:35]3[CH:34]=[CH:33][C:32]([CH3:53])=[C:31]([NH:12][S:13]([CH:16]4[CH2:20][CH2:19][N:18]([C:21]([O:23][C:32]([CH3:53])([CH3:33])[CH3:31])=[O:22])[CH2:17]4)(=[O:14])=[O:15])[CH:36]=3)=[O:38])[CH2:40][CH2:41]2)=[CH:50][CH:49]=1)#[N:52], predict the reactants needed to synthesize it. The reactants are: C([O-])=O.[NH4+].C(OC([N:12]([C:31]1[CH:36]=[C:35]([C:37]([N:39]2[CH2:44][CH2:43][CH:42]([C:45]3[CH:50]=[CH:49][C:48]([C:51]#[N:52])=[CH:47][CH:46]=3)[CH2:41][CH2:40]2)=[O:38])[CH:34]=[CH:33][C:32]=1[CH3:53])[S:13]([CH:16]1[CH2:20][CH2:19][N:18]([C:21]([O:23]CC2C=CC=CC=2)=[O:22])[CH2:17]1)(=[O:15])=[O:14])=O)(C)(C)C. (4) Given the product [CH3:9][C:10]1[CH:11]=[C:12]([NH:24][C:25]2[C:34]3[C:29](=[CH:30][CH:31]=[CH:32][C:33]=3[O:35][CH2:36][C@H:37]3[CH2:41][CH2:40][CH2:39][N:38]3[C:5](=[O:4])[CH2:6][OH:7])[N:28]=[CH:27][N:26]=2)[CH:13]=[CH:14][C:15]=1[O:16][C:17]1[CH:18]=[N:19][C:20]([CH3:23])=[CH:21][CH:22]=1, predict the reactants needed to synthesize it. The reactants are: C([O:4][CH2:5][C:6](Cl)=[O:7])(=O)C.[CH3:9][C:10]1[CH:11]=[C:12]([NH:24][C:25]2[C:34]3[C:29](=[CH:30][CH:31]=[CH:32][C:33]=3[O:35][CH2:36][C@H:37]3[CH2:41][CH2:40][CH2:39][NH:38]3)[N:28]=[CH:27][N:26]=2)[CH:13]=[CH:14][C:15]=1[O:16][C:17]1[CH:18]=[N:19][C:20]([CH3:23])=[CH:21][CH:22]=1.C(N(CC)CC)C.N1CCCC1. (5) The reactants are: [C:1]([O:5][C:6]([N:8]1[C:16]2[C:11](=[CH:12][C:13](Br)=[CH:14][CH:15]=2)[CH2:10][CH2:9]1)=[O:7])([CH3:4])([CH3:3])[CH3:2].[C:18]([O:22][C:23]([N:25]1[CH2:30][CH2:29][NH:28][CH:27]([CH2:31][C:32]2[CH:37]=[CH:36][CH:35]=[CH:34][CH:33]=2)[CH2:26]1)=[O:24])([CH3:21])([CH3:20])[CH3:19]. Given the product [C:1]([O:5][C:6]([N:8]1[C:16]2[C:11](=[CH:12][C:13]([N:28]3[CH2:29][CH2:30][N:25]([C:23]([O:22][C:18]([CH3:20])([CH3:21])[CH3:19])=[O:24])[CH2:26][CH:27]3[CH2:31][C:32]3[CH:33]=[CH:34][CH:35]=[CH:36][CH:37]=3)=[CH:14][CH:15]=2)[CH2:10][CH2:9]1)=[O:7])([CH3:4])([CH3:3])[CH3:2], predict the reactants needed to synthesize it. (6) Given the product [Cl:1][C:2]1[CH:9]=[C:8]([N:10]([C@H:11]2[CH2:15][CH2:14][N:13]([CH2:28][C:29]3[CH:33]=[C:32]([CH3:34])[O:31][N:30]=3)[CH2:12]2)[CH2:16][C:17]2[CH:22]=[CH:21][CH:20]=[CH:19][C:18]=2[C:23]([F:26])([F:24])[F:25])[CH:7]=[CH:6][C:3]=1[C:4]#[N:5], predict the reactants needed to synthesize it. The reactants are: [Cl:1][C:2]1[CH:9]=[C:8]([N:10]([CH2:16][C:17]2[CH:22]=[CH:21][CH:20]=[CH:19][C:18]=2[C:23]([F:26])([F:25])[F:24])[C@H:11]2[CH2:15][CH2:14][NH:13][CH2:12]2)[CH:7]=[CH:6][C:3]=1[C:4]#[N:5].Br[CH2:28][C:29]1[CH:33]=[C:32]([CH3:34])[O:31][N:30]=1.C([O-])([O-])=O.[K+].[K+].